This data is from Catalyst prediction with 721,799 reactions and 888 catalyst types from USPTO. The task is: Predict which catalyst facilitates the given reaction. (1) Reactant: [Br:1][C:2]1[C:3]([F:12])=[C:4]2[C:10]([NH2:11])=[CH:9][NH:8][C:5]2=[N:6][CH:7]=1.[Cl:13][C:14]1[CH:15]=[C:16]([CH:20]=[CH:21][C:22]=1[F:23])[C:17](O)=[O:18].C1N(P(Cl)(N2C(=O)OCC2)=O)C(=O)OC1.C(N(CC)CC)C.[Li+].[OH-]. Product: [Br:1][C:2]1[C:3]([F:12])=[C:4]2[C:10]([NH:11][C:17](=[O:18])[C:16]3[CH:20]=[CH:21][C:22]([F:23])=[C:14]([Cl:13])[CH:15]=3)=[CH:9][NH:8][C:5]2=[N:6][CH:7]=1. The catalyst class is: 34. (2) Reactant: [F:1][C:2]1[C:3]([NH2:12])=[CH:4][C:5]2[C:10]([CH:11]=1)=[CH:9][CH:8]=[CH:7][CH:6]=2.[N:13]([O-])=O.[Na+].O.O.Cl[Sn]Cl.Cl.[F:23][C:24]([F:36])([F:35])[C:25](=O)[CH2:26][C:27]([C:29]1[O:30][CH:31]=[CH:32][CH:33]=1)=O. Product: [F:23][C:24]([F:36])([F:35])[C:25]1[CH:26]=[C:27]([C:29]2[O:30][CH:31]=[CH:32][CH:33]=2)[N:12]([C:3]2[C:2]([F:1])=[CH:11][C:10]3[C:5](=[CH:6][CH:7]=[CH:8][CH:9]=3)[CH:4]=2)[N:13]=1. The catalyst class is: 6. (3) Reactant: [CH:1]1([NH:13][C:14]2[CH:24]=[CH:23][C:17]([C:18]([O:20][CH2:21][CH3:22])=[O:19])=[CH:16][C:15]=2[N+:25]([O-])=O)[CH2:12][CH2:11][CH2:10][CH2:9][CH2:8][CH2:7][CH2:6][CH2:5][CH2:4][CH2:3][CH2:2]1.[H][H]. Product: [NH2:25][C:15]1[CH:16]=[C:17]([CH:23]=[CH:24][C:14]=1[NH:13][CH:1]1[CH2:12][CH2:11][CH2:10][CH2:9][CH2:8][CH2:7][CH2:6][CH2:5][CH2:4][CH2:3][CH2:2]1)[C:18]([O:20][CH2:21][CH3:22])=[O:19]. The catalyst class is: 723. (4) Reactant: [CH3:1][S:2]([O:5]S(C)(=O)=O)(=O)=[O:3].[NH2:10][CH2:11][CH2:12][CH2:13][CH2:14][N:15]1[C:27]2[C:26]3[CH:25]=[CH:24][CH:23]=[CH:22][C:21]=3[N:20]=[C:19]([NH2:28])[C:18]=2[N:17]=[C:16]1[CH2:29][C:30]1[CH:35]=[CH:34][C:33]([O:36][CH3:37])=[CH:32][CH:31]=1.ClCCl. Product: [NH2:28][C:19]1[C:18]2[N:17]=[C:16]([CH2:29][C:30]3[CH:35]=[CH:34][C:33]([O:36][CH3:37])=[CH:32][CH:31]=3)[N:15]([CH2:14][CH2:13][CH2:12][CH2:11][NH:10][S:2]([CH3:1])(=[O:5])=[O:3])[C:27]=2[C:26]2[CH:25]=[CH:24][CH:23]=[CH:22][C:21]=2[N:20]=1. The catalyst class is: 10. (5) Reactant: C(OC(=O)[NH:7][CH:8]([C:13](=[O:33])[NH:14][C:15]1[CH:20]=[CH:19][C:18]([C:21]2[CH:26]=[C:25]([C:27]3[O:28][CH:29]=[CH:30][N:31]=3)[CH:24]=[CH:23][C:22]=2[CH3:32])=[CH:17][CH:16]=1)[CH2:9][CH:10]([CH3:12])[CH3:11])(C)(C)C.FC(F)(F)C(O)=O.C(Cl)Cl.CO. Product: [CH3:32][C:22]1[CH:23]=[CH:24][C:25]([C:27]2[O:28][CH:29]=[CH:30][N:31]=2)=[CH:26][C:21]=1[C:18]1[CH:17]=[CH:16][C:15]([NH:14][C:13](=[O:33])[CH:8]([NH2:7])[CH2:9][CH:10]([CH3:12])[CH3:11])=[CH:20][CH:19]=1. The catalyst class is: 2.